From a dataset of Catalyst prediction with 721,799 reactions and 888 catalyst types from USPTO. Predict which catalyst facilitates the given reaction. (1) Reactant: FC1C=C(C2C=CC=CC=2S(C)(=O)=O)C=CC=1NC(C1N([C:16]2[CH:24]=[CH:23][C:22]([O:25][CH3:26])=[CH:21][C:17]=2[C:18]([OH:20])=[O:19])N=C(C(F)(F)F)C=1)=O.COC(=O)C1C=C(OC)C=CC=1N1C(C(=O)NC2C=CC(C3C=CC=CC=3S(C)(=O)=O)=CC=2F)=CC(C(F)(F)F)=N1.[OH-].[Na+].Cl. Product: [CH3:26][O:25][C:22]1[CH:23]=[CH:24][CH:16]=[C:17]([CH:21]=1)[C:18]([OH:20])=[O:19]. The catalyst class is: 24. (2) Reactant: [OH:1][C:2]([CH:5]1[CH2:10][CH2:9][N:8]([CH2:11][C:12]2[CH:13]=[CH:14][C:15]([N+:28]([O-:30])=[O:29])=[C:16]([NH:18][C@@H:19]3[CH2:24][CH2:23][C@H:22]([C:25]([OH:27])=O)[CH2:21][CH2:20]3)[CH:17]=2)[CH2:7][CH2:6]1)([CH3:4])[CH3:3].C1N=C[N:33](C(N2C=NC=C2)=O)C=1.[OH-].[NH4+]. Product: [OH:1][C:2]([CH:5]1[CH2:6][CH2:7][N:8]([CH2:11][C:12]2[CH:13]=[CH:14][C:15]([N+:28]([O-:30])=[O:29])=[C:16]([NH:18][C@@H:19]3[CH2:20][CH2:21][C@H:22]([C:25]([NH2:33])=[O:27])[CH2:23][CH2:24]3)[CH:17]=2)[CH2:9][CH2:10]1)([CH3:4])[CH3:3]. The catalyst class is: 3. (3) Reactant: Cl[C:2]1[CH:7]=[N:6][CH:5]=[CH:4][N:3]=1.C([O-])([O-])=O.[K+].[K+].[CH2:14]([SH:21])[C:15]1[CH:20]=[CH:19][CH:18]=[CH:17][CH:16]=1. Product: [CH2:14]([S:21][C:2]1[CH:7]=[N:6][CH:5]=[CH:4][N:3]=1)[C:15]1[CH:20]=[CH:19][CH:18]=[CH:17][CH:16]=1. The catalyst class is: 16. (4) Reactant: C(OC([N:11]1[CH2:16][CH2:15][CH:14]([N:17]([C:27]2[CH:31]=[CH:30][S:29][C:28]=2[C:32]([O:34][CH3:35])=[O:33])[C:18]([C@H:20]2[CH2:25][CH2:24][C@H:23]([CH3:26])[CH2:22][CH2:21]2)=[O:19])[CH2:13][CH2:12]1)=O)C1C=CC=CC=1. Product: [CH3:35][O:34][C:32]([C:28]1[S:29][CH:30]=[CH:31][C:27]=1[N:17]([C:18]([C@H:20]1[CH2:21][CH2:22][C@H:23]([CH3:26])[CH2:24][CH2:25]1)=[O:19])[CH:14]1[CH2:13][CH2:12][NH:11][CH2:16][CH2:15]1)=[O:33]. The catalyst class is: 99. (5) Reactant: C1N=[CH:4][N:3]([C:6]([N:8]2[CH:12]=[N:11][CH:10]=[CH:9]2)=[O:7])C=1.CN.Cl.N1CC(N2[CH:24]=[C:23]([C:25]3[C:33]4[C:28](=[CH:29][C:30]([F:34])=[CH:31][CH:32]=4)[N:27]([S:35]([C:38]4[CH:43]=[CH:42][CH:41]=[CH:40][CH:39]=4)(=[O:37])=[O:36])[CH:26]=3)[CH:22]=[N:21]2)C1.CCN(CC)CC. Product: [F:34][C:30]1[CH:29]=[C:28]2[C:33]([C:25]([C:23]3[CH:22]=[N:21][N:11]([CH:10]4[CH2:9][N:8]([C:6]([NH:3][CH3:4])=[O:7])[CH2:12]4)[CH:24]=3)=[CH:26][N:27]2[S:35]([C:38]2[CH:43]=[CH:42][CH:41]=[CH:40][CH:39]=2)(=[O:37])=[O:36])=[CH:32][CH:31]=1. The catalyst class is: 1. (6) Reactant: [C:1]([C:4]1[CH:9]=[CH:8][C:7]([S:10]([NH:13][CH2:14][CH2:15][CH2:16][N:17]2[CH2:22][CH2:21][N:20]([CH3:23])[CH2:19][CH2:18]2)(=[O:12])=[O:11])=[CH:6][CH:5]=1)(=[O:3])[CH3:2].[CH3:24][O:25][C:26]1[CH:33]=[C:32]([O:34][CH3:35])[C:31]([N:36]2[CH2:40][CH2:39][CH2:38][CH2:37]2)=[CH:30][C:27]=1[CH:28]=O.C[O-].[Li+]. Product: [CH3:24][O:25][C:26]1[CH:33]=[C:32]([O:34][CH3:35])[C:31]([N:36]2[CH2:40][CH2:39][CH2:38][CH2:37]2)=[CH:30][C:27]=1/[CH:28]=[CH:2]/[C:1]([C:4]1[CH:9]=[CH:8][C:7]([S:10]([NH:13][CH2:14][CH2:15][CH2:16][N:17]2[CH2:18][CH2:19][N:20]([CH3:23])[CH2:21][CH2:22]2)(=[O:11])=[O:12])=[CH:6][CH:5]=1)=[O:3]. The catalyst class is: 121. (7) Product: [CH3:27][O:28][C:29](=[O:41])[CH2:30][O:31][C:32]1[CH:33]=[C:34]([CH3:39])[CH:35]=[C:36]([CH2:38][N:11]2[CH2:10][CH2:9][N:8]([C:13]3[S:14][C:15]4[CH:21]=[C:20]([O:22][C:23]([F:26])([F:24])[F:25])[CH:19]=[CH:18][C:16]=4[N:17]=3)[C@H:7]([CH2:3][CH2:4][CH2:5][CH3:6])[CH2:12]2)[CH:37]=1. Reactant: Cl.Cl.[CH2:3]([C@@H:7]1[CH2:12][NH:11][CH2:10][CH2:9][N:8]1[C:13]1[S:14][C:15]2[CH:21]=[C:20]([O:22][C:23]([F:26])([F:25])[F:24])[CH:19]=[CH:18][C:16]=2[N:17]=1)[CH2:4][CH2:5][CH3:6].[CH3:27][O:28][C:29](=[O:41])[CH2:30][O:31][C:32]1[CH:37]=[C:36]([CH3:38])[CH:35]=[C:34]([CH2:39]Cl)[CH:33]=1.C(=O)([O-])[O-].[K+].[K+].[I-].[K+]. The catalyst class is: 145. (8) Reactant: [CH:1]1([N:5]2[CH2:11][CH2:10][C:9]3[CH:12]=[CH:13][C:14]([CH:16]4[CH2:21][CH2:20][NH:19][CH2:18][CH2:17]4)=[CH:15][C:8]=3[CH2:7][CH2:6]2)[CH2:4][CH2:3][CH2:2]1.C(N(CC)CC)C.[C:29]([C:31]1[CH:39]=[CH:38][C:34]([C:35](Cl)=[O:36])=[CH:33][CH:32]=1)#[N:30]. Product: [CH:1]1([N:5]2[CH2:11][CH2:10][C:9]3[CH:12]=[CH:13][C:14]([CH:16]4[CH2:21][CH2:20][N:19]([C:35]([C:34]5[CH:38]=[CH:39][C:31]([C:29]#[N:30])=[CH:32][CH:33]=5)=[O:36])[CH2:18][CH2:17]4)=[CH:15][C:8]=3[CH2:7][CH2:6]2)[CH2:4][CH2:3][CH2:2]1. The catalyst class is: 4.